Dataset: Forward reaction prediction with 1.9M reactions from USPTO patents (1976-2016). Task: Predict the product of the given reaction. (1) Given the reactants [C:1]([C:5]1[N:10]=[C:9]([N:11]2[CH2:16][CH2:15][N:14]([CH2:17][CH2:18][CH2:19]Cl)[CH2:13][CH2:12]2)[CH:8]=[C:7]([CH:21]2[CH2:23][CH2:22]2)[N:6]=1)([CH3:4])([CH3:3])[CH3:2].[CH3:24][N:25]1[CH:29]=[N:28][N:27]=[C:26]1[SH:30].[OH-:31].[Li+].[I-].[Na+].CN(C)C=[O:38], predict the reaction product. The product is: [C:23]([OH:38])(=[O:31])[CH3:21].[C:1]([C:5]1[N:10]=[C:9]([N:11]2[CH2:16][CH2:15][N:14]([CH2:17][CH2:18][CH2:19][S:30][C:26]3[N:25]([CH3:24])[CH:29]=[N:28][N:27]=3)[CH2:13][CH2:12]2)[CH:8]=[C:7]([CH:21]2[CH2:23][CH2:22]2)[N:6]=1)([CH3:4])([CH3:3])[CH3:2]. (2) Given the reactants [F:1][C:2]1[CH:3]=[CH:4][C:5](I)=[C:6]([CH:28]=1)[C:7]([N:9]1[CH2:14][CH2:13][CH2:12][C@@H:11]([CH3:15])[C@H:10]1[CH2:16][N:17]1[C:25](=[O:26])[C:24]2[C:19](=[CH:20][CH:21]=[CH:22][CH:23]=2)[C:18]1=[O:27])=[O:8].[F-].[Cs+].C([Sn](CCCC)(CCCC)[C:37]1[N:42]=[CH:41][CH:40]=[CH:39][N:38]=1)CCC, predict the reaction product. The product is: [F:1][C:2]1[CH:3]=[CH:4][C:5]([C:37]2[N:42]=[CH:41][CH:40]=[CH:39][N:38]=2)=[C:6]([CH:28]=1)[C:7]([N:9]1[CH2:14][CH2:13][CH2:12][C@@H:11]([CH3:15])[C@H:10]1[CH2:16][N:17]1[C:25](=[O:26])[C:24]2[C:19](=[CH:20][CH:21]=[CH:22][CH:23]=2)[C:18]1=[O:27])=[O:8]. (3) Given the reactants [H-].[Na+].[CH3:3][O:4][C:5]1[CH:13]=[CH:12][CH:11]=[C:10]2[C:6]=1[CH:7]=[C:8]([C:14]([O:16][CH3:17])=[O:15])[NH:9]2.[CH3:18]I, predict the reaction product. The product is: [CH3:3][O:4][C:5]1[CH:13]=[CH:12][CH:11]=[C:10]2[C:6]=1[CH:7]=[C:8]([C:14]([O:16][CH3:17])=[O:15])[N:9]2[CH3:18]. (4) Given the reactants [NH2:1][C:2]1[N:10]=[CH:9][N:8]=[C:7]2[C:3]=1[NH:4][C:5](=[O:23])[N:6]2[C@@H:11]1[CH2:15][CH2:14][N:13]([C:16]([O:18][C:19]([CH3:22])([CH3:21])[CH3:20])=[O:17])[CH2:12]1.[CH3:24][O:25][C:26]1[CH:31]=[C:30](OC2C=CC=CC=2)[CH:29]=[CH:28][C:27]=1[CH3:39].N1C=CC=CC=1, predict the reaction product. The product is: [NH2:1][C:2]1[N:10]=[CH:9][N:8]=[C:7]2[C:3]=1[N:4]([C:30]1[CH:29]=[CH:28][C:27]([CH3:39])=[C:26]([O:25][CH3:24])[CH:31]=1)[C:5](=[O:23])[N:6]2[C@@H:11]1[CH2:15][CH2:14][N:13]([C:16]([O:18][C:19]([CH3:20])([CH3:22])[CH3:21])=[O:17])[CH2:12]1. (5) The product is: [Cl:25][C:22]1[CH:23]=[CH:24][C:19]([NH:18][S:14]([C:11]2[CH:12]=[CH:13][C:8]([C:2]3([CH3:1])[CH2:7][CH2:6][O:5][CH2:4][CH2:3]3)=[CH:9][CH:10]=2)(=[O:16])=[O:15])=[C:20]([C:26]([C:28]2[CH:33]=[CH:32][CH:31]=[CH:30][N:29]=2)=[O:27])[CH:21]=1. Given the reactants [CH3:1][C:2]1([C:8]2[CH:13]=[CH:12][C:11]([S:14](Cl)(=[O:16])=[O:15])=[CH:10][CH:9]=2)[CH2:7][CH2:6][O:5][CH2:4][CH2:3]1.[NH2:18][C:19]1[CH:24]=[CH:23][C:22]([Cl:25])=[CH:21][C:20]=1[C:26]([C:28]1[CH:33]=[CH:32][CH:31]=[CH:30][N:29]=1)=[O:27], predict the reaction product. (6) Given the reactants [NH:1]1[C:9]2[C:4](=[CH:5][CH:6]=[C:7]([C:10]([O:12][CH3:13])=[O:11])[CH:8]=2)[CH:3]=[N:2]1.[H-].[Na+].I[CH2:17][CH2:18][CH2:19][CH3:20], predict the reaction product. The product is: [CH2:17]([N:1]1[C:9]2[C:4](=[CH:5][CH:6]=[C:7]([C:10]([O:12][CH3:13])=[O:11])[CH:8]=2)[CH:3]=[N:2]1)[CH2:18][CH2:19][CH3:20]. (7) Given the reactants [F:1][C:2]1[C:3]([O:23][CH3:24])=[N:4][C:5]([N:9]2[CH2:16][CH:15]3[C:11]([C:17]4[CH:22]=[N:21][CH:20]=[CH:19][N:18]=4)([NH:12][O:13][CH2:14]3)[CH2:10]2)=[N:6][C:7]=1[CH3:8].CO, predict the reaction product. The product is: [NH2:12][C:11]1([C:17]2[CH:22]=[N:21][CH:20]=[CH:19][N:18]=2)[CH2:10][N:9]([C:5]2[N:4]=[C:3]([O:23][CH3:24])[C:2]([F:1])=[C:7]([CH3:8])[N:6]=2)[CH2:16][CH:15]1[CH2:14][OH:13].